This data is from Reaction yield outcomes from USPTO patents with 853,638 reactions. The task is: Predict the reaction yield, written as a fraction of the theoretical maximum amount of product (1.0 means a 100% yield; for example, 0.34 means a 34% yield). (1) The reactants are I[C:2]1[C:10]2[C:5](=[CH:6][N:7]=[C:8]([C:11]3[CH:12]=[N:13][CH:14]=[CH:15][CH:16]=3)[CH:9]=2)[NH:4][N:3]=1.[N:17]1[CH:22]=[CH:21][C:20](B(O)O)=[CH:19][CH:18]=1.C(=O)([O-])[O-].[Na+].[Na+].CC#N. The catalyst is C1C=CC(P(C2C=CC=CC=2)[C-]2C=CC=C2)=CC=1.C1C=CC(P(C2C=CC=CC=2)[C-]2C=CC=C2)=CC=1.Cl[Pd]Cl.[Fe+2].O.C(O)C.COCCOC. The product is [N:13]1[CH:14]=[CH:15][CH:16]=[C:11]([C:8]2[CH:9]=[C:10]3[C:2]([C:20]4[CH:21]=[CH:22][N:17]=[CH:18][CH:19]=4)=[N:3][NH:4][C:5]3=[CH:6][N:7]=2)[CH:12]=1. The yield is 0.210. (2) The reactants are [Na:1].C(C1(C[CH2:15][O:16][C:17]2[CH:22]=[CH:21][N:20]=[C:19]([CH2:23][S:24]([C:26]3[NH:30][C:29]4[CH:31]=[CH:32][CH:33]=[CH:34][C:28]=4[N:27]=3)=[O:25])[C:18]=2[CH3:35])OCC2(OCCO2)CO1)C.ClC1C=CC=C(C(OO)=O)C=1.[CH3:47][C:48]1(CO)[O:52][CH2:51][CH2:50][O:49]1. No catalyst specified. The product is [Na:1].[CH3:35][C:18]1[C:19]([CH2:23][S:24]([C:26]2[NH:30][C:29]3[CH:31]=[CH:32][CH:33]=[CH:34][C:28]=3[N:27]=2)=[O:25])=[N:20][CH:21]=[CH:22][C:17]=1[O:16][CH2:15][C:48]1([CH3:47])[O:52][CH2:51][CH2:50][O:49]1. The yield is 0.129. (3) The reactants are Br[C:2]1[CH:7]=[CH:6][C:5]([S:8]([CH2:11][C:12]([O:14][CH2:15][CH3:16])=[O:13])(=[O:10])=[O:9])=[CH:4][CH:3]=1.[CH3:17][C@@H:18]1[CH2:22][CH2:21][CH2:20][N:19]1[CH2:23][CH2:24][C:25]1[CH:30]=[CH:29][C:28](B(O)O)=[CH:27][CH:26]=1. No catalyst specified. The product is [CH2:15]([O:14][C:12](=[O:13])[CH2:11][S:8]([C:5]1[CH:6]=[CH:7][C:2]([C:28]2[CH:27]=[CH:26][C:25]([CH2:24][CH2:23][N:19]3[CH2:20][CH2:21][CH2:22][C@H:18]3[CH3:17])=[CH:30][CH:29]=2)=[CH:3][CH:4]=1)(=[O:10])=[O:9])[CH3:16]. The yield is 0.0600. (4) The reactants are [P:1]([Cl:6])([Cl:5])([O:3][CH3:4])=[O:2].[N:7]1[CH:12]=[CH:11][CH:10]=[CH:9][CH:8]=1. No catalyst specified. The product is [P:1]([Cl:6])([Cl:5])([O-:3])=[O:2].[CH3:4][N+:7]1[CH:12]=[CH:11][CH:10]=[CH:9][CH:8]=1. The yield is 0.600. (5) The reactants are [F:1][C:2]1[CH:19]=[C:18]([F:20])[CH:17]=[C:16]2[C:3]=1[O:4][CH:5]([C:22]1[CH:27]=[CH:26][C:25]([O:28][CH2:29][CH2:30][N:31]3[CH2:36][CH2:35][CH2:34][CH2:33][CH2:32]3)=[CH:24][CH:23]=1)[C:6]1[C:15]2=[CH:14][CH:13]=[C:12]2[C:7]=1[CH:8]=[CH:9][C:10]([OH:21])=[CH:11]2.[ClH:37].CCOCC. The catalyst is C(Cl)Cl. The product is [ClH:37].[F:1][C:2]1[CH:19]=[C:18]([F:20])[CH:17]=[C:16]2[C:3]=1[O:4][CH:5]([C:22]1[CH:23]=[CH:24][C:25]([O:28][CH2:29][CH2:30][N:31]3[CH2:32][CH2:33][CH2:34][CH2:35][CH2:36]3)=[CH:26][CH:27]=1)[C:6]1[C:15]2=[CH:14][CH:13]=[C:12]2[C:7]=1[CH:8]=[CH:9][C:10]([OH:21])=[CH:11]2. The yield is 0.870. (6) The reactants are [CH2:1]([O:3][C:4](=[O:31])[C:5]([O:8][C:9]1[CH:14]=[CH:13][C:12]([O:15][CH2:16][CH2:17][C:18]2[N:19]=[C:20]([C:24]3[CH:29]=[CH:28][C:27](Br)=[CH:26][CH:25]=3)[O:21][C:22]=2[CH3:23])=[CH:11][CH:10]=1)([CH3:7])[CH3:6])[CH3:2].[CH3:32][C:33]1[C:37](B(O)O)=[C:36]([CH3:41])[O:35][N:34]=1.C(O)C.C([O-])([O-])=O.[Na+].[Na+]. The catalyst is C1(C)C=CC=CC=1.C1C=CC([P]([Pd]([P](C2C=CC=CC=2)(C2C=CC=CC=2)C2C=CC=CC=2)([P](C2C=CC=CC=2)(C2C=CC=CC=2)C2C=CC=CC=2)[P](C2C=CC=CC=2)(C2C=CC=CC=2)C2C=CC=CC=2)(C2C=CC=CC=2)C2C=CC=CC=2)=CC=1.C(OCC)(=O)C. The product is [CH2:1]([O:3][C:4](=[O:31])[C:5]([O:8][C:9]1[CH:14]=[CH:13][C:12]([O:15][CH2:16][CH2:17][C:18]2[N:19]=[C:20]([C:24]3[CH:29]=[CH:28][C:27]([C:37]4[C:33]([CH3:32])=[N:34][O:35][C:36]=4[CH3:41])=[CH:26][CH:25]=3)[O:21][C:22]=2[CH3:23])=[CH:11][CH:10]=1)([CH3:7])[CH3:6])[CH3:2]. The yield is 0.920.